Predict the reactants needed to synthesize the given product. From a dataset of Full USPTO retrosynthesis dataset with 1.9M reactions from patents (1976-2016). (1) Given the product [CH3:46][O:45][C:43](=[O:44])[C:42]1[CH:47]=[CH:48][C:39]([NH:38][C:34]([C@H:16]2[C@H:15]([C:11]3[CH:12]=[CH:13][CH:14]=[C:9]([Cl:8])[C:10]=3[F:37])[C@:19]([C:22]3[CH:27]=[CH:26][C:25]([Cl:28])=[CH:24][N:23]=3)([C:20]#[N:21])[C@H:18]([CH2:29][C:30]([CH3:32])([CH3:31])[CH3:33])[NH:17]2)=[O:36])=[CH:40][CH:41]=1, predict the reactants needed to synthesize it. The reactants are: FC(F)(F)C(O)=O.[Cl:8][C:9]1[C:10]([F:37])=[C:11]([CH:15]2[C:19]([C:22]3[CH:27]=[CH:26][C:25]([Cl:28])=[CH:24][N:23]=3)([C:20]#[N:21])[CH:18]([CH2:29][C:30]([CH3:33])([CH3:32])[CH3:31])[NH:17][CH:16]2[C:34]([OH:36])=O)[CH:12]=[CH:13][CH:14]=1.[NH2:38][C:39]1[CH:48]=[CH:47][C:42]([C:43]([O:45][CH3:46])=[O:44])=[CH:41][CH:40]=1.CN(C(ON1N=NC2C=CC=NC1=2)=[N+](C)C)C.F[P-](F)(F)(F)(F)F.CCN(C(C)C)C(C)C. (2) Given the product [C:15]([N:11]1[CH2:12][CH2:13][CH2:14][C@@H:9]([NH:8][C:6]2[C:5]([F:19])=[CH:4][N:3]=[C:2]([NH:26][C:27]3[CH:44]=[CH:43][C:30]4[CH2:31][CH2:32][N:33]([C:36]([O:38][C:39]([CH3:40])([CH3:42])[CH3:41])=[O:37])[CH2:34][CH2:35][C:29]=4[CH:28]=3)[N:7]=2)[CH2:10]1)(=[O:18])[CH:16]=[CH2:17], predict the reactants needed to synthesize it. The reactants are: Cl[C:2]1[N:7]=[C:6]([NH:8][C@@H:9]2[CH2:14][CH2:13][CH2:12][N:11]([C:15](=[O:18])[CH:16]=[CH2:17])[CH2:10]2)[C:5]([F:19])=[CH:4][N:3]=1.C([O-])([O-])=O.[Cs+].[Cs+].[NH2:26][C:27]1[CH:44]=[CH:43][C:30]2[CH2:31][CH2:32][N:33]([C:36]([O:38][C:39]([CH3:42])([CH3:41])[CH3:40])=[O:37])[CH2:34][CH2:35][C:29]=2[CH:28]=1.CN(C1C(C2C(P(C3CCCCC3)C3CCCCC3)=CC=CC=2)=CC=CC=1)C. (3) Given the product [C:13]([O:21][CH2:22][C:23]1[C:24]([C:30]2[CH:35]=[CH:34][CH:33]=[CH:32][CH:31]=2)=[C:25]([OH:26])[N:3]2[C:2](=[N:1][C:5]3[CH:6]=[CH:7][CH:8]=[CH:9][C:4]=32)[C:10]=1[C:11]#[N:12])(=[O:20])[C:14]1[CH:15]=[CH:16][CH:17]=[CH:18][CH:19]=1, predict the reactants needed to synthesize it. The reactants are: [N:1]1[C:5]2[CH:6]=[CH:7][CH:8]=[CH:9][C:4]=2[NH:3][C:2]=1[CH2:10][C:11]#[N:12].[C:13]([O:21][CH2:22][C:23](=O)[CH:24]([C:30]1[CH:35]=[CH:34][CH:33]=[CH:32][CH:31]=1)[C:25](OCC)=[O:26])(=[O:20])[C:14]1[CH:19]=[CH:18][CH:17]=[CH:16][CH:15]=1.C([O-])(=O)C.[NH4+].O. (4) Given the product [CH:1]1([NH:4][C:5]([C@@H:7]2[C@H:12]([NH:13][C:14]3[C:19]([Cl:20])=[CH:18][N:17]=[C:16]4[NH:21][C:30]([C:29]5[S:28][C:27]([N:32]6[CH2:33][CH2:34][O:35][CH2:36][CH2:37]6)=[N:26][C:25]=5[Cl:24])=[N:22][C:15]=34)[C@@H:11]3[CH2:23][C@H:8]2[CH:9]=[CH:10]3)=[O:6])[CH2:3][CH2:2]1, predict the reactants needed to synthesize it. The reactants are: [CH:1]1([NH:4][C:5]([C@@H:7]2[C@H:12]([NH:13][C:14]3[C:19]([Cl:20])=[CH:18][N:17]=[C:16]([NH2:21])[C:15]=3[NH2:22])[C@@H:11]3[CH2:23][C@H:8]2[CH:9]=[CH:10]3)=[O:6])[CH2:3][CH2:2]1.[Cl:24][C:25]1[N:26]=[C:27]([N:32]2[CH2:37][CH2:36][O:35][CH2:34][CH2:33]2)[S:28][C:29]=1[CH:30]=O.C([O-])(=O)C.[NH4+]. (5) Given the product [Cl:20][C:18]1[CH:19]=[C:14]([CH:7]2[C:8]3[C:9](=[CH:10][CH:11]=[CH:12][CH:13]=3)[C:4](=[N:3][CH3:2])[CH2:5][CH2:6]2)[CH:15]=[CH:16][C:17]=1[Cl:21], predict the reactants needed to synthesize it. The reactants are: Cl.[CH3:2][NH:3][C@@H:4]1[C:9]2[CH:10]=[CH:11][CH:12]=[CH:13][C:8]=2[C@H:7]([C:14]2[CH:15]=[CH:16][C:17]([Cl:21])=[C:18]([Cl:20])[CH:19]=2)[CH2:6][CH2:5]1.Cl. (6) Given the product [CH3:27][O:26][C:22](=[O:25])[CH2:23][CH2:24][N:6]1[C:5]2[CH:9]=[C:10]([CH3:14])[CH:11]=[C:12]([CH3:13])[C:4]=2[O:3][C:2]([CH3:15])([CH3:1])[C:7]1=[O:8], predict the reactants needed to synthesize it. The reactants are: [CH3:1][C:2]1([CH3:15])[C:7](=[O:8])[NH:6][C:5]2[CH:9]=[C:10]([CH3:14])[CH:11]=[C:12]([CH3:13])[C:4]=2[O:3]1.C(=O)([O-])[O-].[K+].[K+].[C:22]([O:26][CH3:27])(=[O:25])[CH:23]=[CH2:24].C(O)(=O)CC(CC(O)=O)(C(O)=O)O. (7) Given the product [CH3:19][O:18][C:14]1[CH:13]=[CH:12][CH:11]=[C:10]2[C:15]=1[CH:16]=[CH:17][C:8]([N:4]1[C:5]([CH3:7])=[CH:6][C:2]([O:1][CH2:29][CH2:30][N:31]3[CH2:36][CH2:35][O:34][CH2:33][CH2:32]3)=[N:3]1)=[CH:9]2, predict the reactants needed to synthesize it. The reactants are: [OH:1][C:2]1[CH:6]=[C:5]([CH3:7])[N:4]([C:8]2[CH:17]=[CH:16][C:15]3[C:10](=[CH:11][CH:12]=[CH:13][C:14]=3[O:18][CH3:19])[CH:9]=2)[N:3]=1.C([O-])([O-])=O.[K+].[K+].[Na+].[I-].Cl[CH2:29][CH2:30][N:31]1[CH2:36][CH2:35][O:34][CH2:33][CH2:32]1. (8) Given the product [NH2:20][C:17]1[CH:18]=[C:19]2[C:14](=[C:15]([S:23]([CH3:26])(=[O:25])=[O:24])[CH:16]=1)[N:13]=[CH:12][C:11]([C:27]#[N:28])=[C:10]2[NH:9][C:4]1[CH:5]=[CH:6][C:7]([F:8])=[C:2]([Cl:1])[CH:3]=1, predict the reactants needed to synthesize it. The reactants are: [Cl:1][C:2]1[CH:3]=[C:4]([NH:9][C:10]2[C:19]3[C:14](=[C:15]([S:23]([CH3:26])(=[O:25])=[O:24])[CH:16]=[C:17]([N+:20]([O-])=O)[CH:18]=3)[N:13]=[CH:12][C:11]=2[C:27]#[N:28])[CH:5]=[CH:6][C:7]=1[F:8].O.O.[Sn](Cl)(Cl)(Cl)Cl. (9) Given the product [CH3:1][O:2][CH2:3][CH2:4][CH2:5][O:6][C:7]1[CH:8]=[C:9]([CH:10]=[CH:11][CH:12]=1)[NH2:13], predict the reactants needed to synthesize it. The reactants are: [CH3:1][O:2][CH2:3][CH2:4][CH2:5][O:6][C:7]1[CH:12]=[CH:11][CH:10]=[C:9]([N+:13]([O-])=O)[CH:8]=1.O.O.[Sn](Cl)(Cl)(Cl)Cl.C(N(CC)CC)C.